This data is from Forward reaction prediction with 1.9M reactions from USPTO patents (1976-2016). The task is: Predict the product of the given reaction. (1) Given the reactants [CH3:1][O:2][C:3]1[CH:8]=[CH:7][C:6]([NH:9][C:10]2[CH:18]=[CH:17][CH:16]=[C:12]([C:13]([OH:15])=O)[C:11]=2[C:19]([OH:21])=O)=[C:5]([O:22][C:23]2[CH:28]=[CH:27][CH:26]=[CH:25][CH:24]=2)[CH:4]=1.Cl.[NH2:30][CH:31]1[CH2:37][CH2:36][C:35](=[O:38])[NH:34][C:32]1=[O:33], predict the reaction product. The product is: [O:33]=[C:32]1[CH:31]([N:30]2[C:19](=[O:21])[C:11]3[C:12](=[CH:16][CH:17]=[CH:18][C:10]=3[NH:9][C:6]3[CH:7]=[CH:8][C:3]([O:2][CH3:1])=[CH:4][C:5]=3[O:22][C:23]3[CH:28]=[CH:27][CH:26]=[CH:25][CH:24]=3)[C:13]2=[O:15])[CH2:37][CH2:36][C:35](=[O:38])[NH:34]1. (2) Given the reactants [Br:1][C:2]1[CH:3]=[N:4][CH:5]=[CH:6][C:7]=1[O:8][C:9]1[CH:14]=[C:13]([F:15])[C:12]([N+:16]([O-])=O)=[CH:11][C:10]=1[F:19].O.O.[Sn](Cl)Cl, predict the reaction product. The product is: [Br:1][C:2]1[CH:3]=[N:4][CH:5]=[CH:6][C:7]=1[O:8][C:9]1[C:10]([F:19])=[CH:11][C:12]([NH2:16])=[C:13]([F:15])[CH:14]=1. (3) The product is: [O:21]1[C:20]2[CH:24]=[CH:25][C:17]([O:16][C:11]3[C:10]([F:26])=[C:9]([CH:14]=[CH:13][C:12]=3[F:15])[CH2:8][NH2:7])=[CH:18][C:19]=2[O:23][CH2:22]1. Given the reactants C(OC(=O)[NH:7][CH2:8][C:9]1[CH:14]=[CH:13][C:12]([F:15])=[C:11]([O:16][C:17]2[CH:25]=[CH:24][C:20]3[O:21][CH2:22][O:23][C:19]=3[CH:18]=2)[C:10]=1[F:26])(C)(C)C.Cl, predict the reaction product. (4) Given the reactants Cl.C(N=C=NCCCN(C)C)C.[CH:13]([C:15]1[NH:19][C:18]([CH3:20])=[C:17]([C:21]([OH:23])=O)[C:16]=1[CH3:24])=[O:14].ON1C2C=CC=CC=2N=N1.[CH3:35][N:36]1[CH2:40][CH2:39][CH2:38][CH:37]1[CH2:41][CH2:42][NH2:43], predict the reaction product. The product is: [CH3:35][N:36]1[CH2:40][CH2:39][CH2:38][CH:37]1[CH2:41][CH2:42][NH:43][C:21]([C:17]1[C:16]([CH3:24])=[C:15]([CH:13]=[O:14])[NH:19][C:18]=1[CH3:20])=[O:23]. (5) Given the reactants FC(F)(F)S(O[C:7]1[CH:15]=[CH:14][C:13]([C:16]2[N:17]([C:32]([O:34][C:35]([CH3:38])([CH3:37])[CH3:36])=[O:33])[C:18]3[C:23]([CH:24]=2)=[CH:22][C:21]([CH2:25][N:26]2[CH2:31][CH2:30][CH2:29][CH2:28][CH2:27]2)=[CH:20][CH:19]=3)=[C:12]2[C:8]=1[CH2:9][NH:10][C:11]2=[O:39])(=O)=O.[CH3:42][NH:43][CH2:44][C:45]#[CH:46], predict the reaction product. The product is: [CH3:42][NH:43][CH2:44][C:45]#[C:46][C:7]1[CH:15]=[CH:14][C:13]([C:16]2[N:17]([C:32]([O:34][C:35]([CH3:38])([CH3:36])[CH3:37])=[O:33])[C:18]3[C:23]([CH:24]=2)=[CH:22][C:21]([CH2:25][N:26]2[CH2:31][CH2:30][CH2:29][CH2:28][CH2:27]2)=[CH:20][CH:19]=3)=[C:12]2[C:8]=1[CH2:9][NH:10][C:11]2=[O:39]. (6) Given the reactants [NH2:1][C@@H:2]([CH2:17][C:18]1[CH:23]=[CH:22][CH:21]=[CH:20][CH:19]=1)[C@@H:3]([OH:16])[CH2:4][N:5]([CH2:14][CH3:15])[NH:6][C:7]([O:9]C(C)(C)C)=O.[CH3:24][CH:25]([CH3:31])[CH2:26][CH2:27]C(O)=O.[CH3:32][C:33]1[CH:34]=[C:35]([C:42]([N:44]([CH2:48][CH2:49][CH3:50])[CH2:45][CH2:46][CH3:47])=[O:43])[CH:36]=[C:37]([CH:41]=1)[C:38]([OH:40])=O, predict the reaction product. The product is: [CH2:17]([C@H:2]([NH:1][C:38](=[O:40])[C:37]1[CH:41]=[C:33]([CH3:32])[CH:34]=[C:35]([C:42]([N:44]([CH2:48][CH2:49][CH3:50])[CH2:45][CH2:46][CH3:47])=[O:43])[CH:36]=1)[C@@H:3]([OH:16])[CH2:4][N:5]([CH2:14][CH3:15])[NH:6][C:7](=[O:9])[CH2:27][CH2:26][CH:25]([CH3:31])[CH3:24])[C:18]1[CH:19]=[CH:20][CH:21]=[CH:22][CH:23]=1. (7) Given the reactants [Br:1][C:2]1[CH:3]=[N:4][C:5]2[C:10]([CH:11]=1)=[CH:9][CH:8]=[CH:7][CH:6]=2.C(OO)(=[O:14])C, predict the reaction product. The product is: [Br:1][C:2]1[CH:3]=[N+:4]([O-:14])[C:5]2[C:10]([CH:11]=1)=[CH:9][CH:8]=[CH:7][CH:6]=2. (8) Given the reactants [Li+].[OH-].[Cl:3][C:4]1[N:9]=[C:8]([C:10]([O:12]C)=[O:11])[C:7]([NH:14][CH3:15])=[N:6][CH:5]=1.Cl, predict the reaction product. The product is: [Cl:3][C:4]1[N:9]=[C:8]([C:10]([OH:12])=[O:11])[C:7]([NH:14][CH3:15])=[N:6][CH:5]=1. (9) Given the reactants [F:1][C:2]1[CH:3]=[C:4]([C:8]2[CH:9]=[C:10]3[C:14](=[C:15]([C:17]([NH2:19])=[O:18])[CH:16]=2)[NH:13][N:12]=[C:11]3[CH:20]2[CH2:25][CH2:24][NH:23][CH2:22][CH2:21]2)[CH:5]=[CH:6][CH:7]=1.Cl[CH2:27][CH2:28][S:29](Cl)(=[O:31])=[O:30].C(N(CC)CC)C.C([O-])([O-])=O.[K+].[K+].[CH:46]1([NH2:51])[CH2:50][CH2:49][CH2:48][CH2:47]1, predict the reaction product. The product is: [CH:46]1([NH:51][CH2:27][CH2:28][S:29]([N:23]2[CH2:24][CH2:25][CH:20]([C:11]3[C:10]4[C:14](=[C:15]([C:17]([NH2:19])=[O:18])[CH:16]=[C:8]([C:4]5[CH:5]=[CH:6][CH:7]=[C:2]([F:1])[CH:3]=5)[CH:9]=4)[NH:13][N:12]=3)[CH2:21][CH2:22]2)(=[O:31])=[O:30])[CH2:50][CH2:49][CH2:48][CH2:47]1.